This data is from Forward reaction prediction with 1.9M reactions from USPTO patents (1976-2016). The task is: Predict the product of the given reaction. (1) Given the reactants [NH2:1][CH2:2][CH2:3][CH2:4][CH2:5][C@H:6]([N:9]([CH2:21][CH:22]([CH3:24])[CH3:23])[S:10]([C:13]1[CH:18]=[CH:17][C:16]([C:19]#[N:20])=[CH:15][CH:14]=1)(=[O:12])=[O:11])[CH2:7][OH:8].F[P-](F)(F)(F)(F)F.N1(O[P+](N(C)C)(N(C)C)N(C)C)C2C=CC=CC=2N=N1.C(N(CC)CC)C.[CH3:59][O:60][C:61]([NH:63][C@@H:64]([CH:68]([C:75]1[CH:80]=[CH:79][CH:78]=[CH:77][CH:76]=1)[C:69]1[CH:74]=[CH:73][CH:72]=[CH:71][CH:70]=1)[C:65](O)=[O:66])=[O:62], predict the reaction product. The product is: [CH3:59][O:60][C:61](=[O:62])[NH:63][C@H:64]([C:65](=[O:66])[NH:1][CH2:2][CH2:3][CH2:4][CH2:5][C@H:6]([N:9]([S:10]([C:13]1[CH:14]=[CH:15][C:16]([C:19]#[N:20])=[CH:17][CH:18]=1)(=[O:12])=[O:11])[CH2:21][CH:22]([CH3:24])[CH3:23])[CH2:7][OH:8])[CH:68]([C:75]1[CH:80]=[CH:79][CH:78]=[CH:77][CH:76]=1)[C:69]1[CH:74]=[CH:73][CH:72]=[CH:71][CH:70]=1. (2) Given the reactants [F:1][C:2]1[CH:7]=[CH:6][C:5]([C:8]2[O:9][C:10]([C:17]3[CH:21]=[CH:20][S:19][CH:18]=3)=[C:11]([CH2:13][C:14]([OH:16])=O)[N:12]=2)=[CH:4][CH:3]=1.Cl.[CH3:23][O:24][NH2:25].Cl.C(N=C=NCCCN(C)C)C.ON1C2C=CC=CC=2N=N1, predict the reaction product. The product is: [CH3:23][O:24][NH:25][C:14](=[O:16])[CH2:13][C:11]1[N:12]=[C:8]([C:5]2[CH:4]=[CH:3][C:2]([F:1])=[CH:7][CH:6]=2)[O:9][C:10]=1[C:17]1[CH:21]=[CH:20][S:19][CH:18]=1. (3) Given the reactants [Cl:1][C:2]1[CH:7]=[CH:6][CH:5]=[CH:4][C:3]=1[N:8]1[CH2:13][CH2:12][CH:11]([CH2:14][O:15][C:16]2[CH:23]=[CH:22][CH:21]=[C:20](F)[C:17]=2[C:18]#[N:19])[CH2:10][CH2:9]1.C(=O)(O)O.[NH2:29][C:30]([NH2:32])=[NH:31], predict the reaction product. The product is: [Cl:1][C:2]1[CH:7]=[CH:6][CH:5]=[CH:4][C:3]=1[N:8]1[CH2:9][CH2:10][CH:11]([CH2:14][O:15][C:16]2[CH:23]=[CH:22][CH:21]=[C:20]3[C:17]=2[C:18]([NH2:19])=[N:31][C:30]([NH2:32])=[N:29]3)[CH2:12][CH2:13]1.